Dataset: Peptide-MHC class I binding affinity with 185,985 pairs from IEDB/IMGT. Task: Regression. Given a peptide amino acid sequence and an MHC pseudo amino acid sequence, predict their binding affinity value. This is MHC class I binding data. (1) The peptide sequence is EILWDVIPF. The MHC is HLA-A80:01 with pseudo-sequence HLA-A80:01. The binding affinity (normalized) is 0.0847. (2) The peptide sequence is WTDYWQVTW. The MHC is Mamu-A70103 with pseudo-sequence Mamu-A70103. The binding affinity (normalized) is 0.108.